From a dataset of Reaction yield outcomes from USPTO patents with 853,638 reactions. Predict the reaction yield, written as a fraction of the theoretical maximum amount of product (1.0 means a 100% yield; for example, 0.34 means a 34% yield). The reactants are F[C:2]1[CH:7]=[CH:6][CH:5]=[C:4]([F:8])[N:3]=1.[CH3:9][C:10]1([CH3:24])[C:14]([CH3:16])([CH3:15])[O:13][B:12]([C:17]2[CH:22]=[CH:21][C:20]([OH:23])=[CH:19][CH:18]=2)[O:11]1.C([O-])([O-])=O.[Cs+].[Cs+]. The catalyst is CN(C=O)C.[Cl-].[Na+].O. The product is [F:8][C:4]1[CH:5]=[CH:6][CH:7]=[C:2]([O:23][C:20]2[CH:19]=[CH:18][C:17]([B:12]3[O:13][C:14]([CH3:16])([CH3:15])[C:10]([CH3:24])([CH3:9])[O:11]3)=[CH:22][CH:21]=2)[N:3]=1. The yield is 0.630.